From a dataset of Catalyst prediction with 721,799 reactions and 888 catalyst types from USPTO. Predict which catalyst facilitates the given reaction. (1) Reactant: [Cl:1][C:2]1[CH:3]=[C:4]([C:8]2[C:17]3[C:12]4=[C:13]([CH2:28][CH2:29][N:11]4[C:10](=[O:30])[CH:9]=2)[CH:14]=[C:15]([CH:18]([C:21]2[CH:26]=[CH:25][C:24]([I:27])=[CH:23][CH:22]=2)[C:19]#N)[CH:16]=3)[CH:5]=[CH:6][CH:7]=1.S(=O)(=O)(O)[OH:32].[OH2:36]. The catalyst class is: 15. Product: [Cl:1][C:2]1[CH:3]=[C:4]([C:8]2[C:17]3[C:12]4=[C:13]([CH2:28][CH2:29][N:11]4[C:10](=[O:30])[CH:9]=2)[CH:14]=[C:15]([CH:18]([C:21]2[CH:22]=[CH:23][C:24]([I:27])=[CH:25][CH:26]=2)[C:19]([OH:32])=[O:36])[CH:16]=3)[CH:5]=[CH:6][CH:7]=1. (2) Reactant: [CH3:1][N:2]([CH3:37])[C@@H:3]1[CH2:7][CH2:6][N:5]([C:8]2[C:13]([N+:14]([O-])=O)=[CH:12][C:11]([NH:17][C:18]3[N:23]=[C:22]([C:24]4[C:32]5[C:27](=[CH:28][CH:29]=[CH:30][CH:31]=5)[N:26]([CH3:33])[CH:25]=4)[C:21]([CH3:34])=[CH:20][N:19]=3)=[C:10]([O:35][CH3:36])[CH:9]=2)[CH2:4]1.[NH4+].[Cl-].C(Cl)Cl.CO. Product: [CH3:37][N:2]([CH3:1])[C@@H:3]1[CH2:7][CH2:6][N:5]([C:8]2[CH:9]=[C:10]([O:35][CH3:36])[C:11]([NH:17][C:18]3[N:23]=[C:22]([C:24]4[C:32]5[C:27](=[CH:28][CH:29]=[CH:30][CH:31]=5)[N:26]([CH3:33])[CH:25]=4)[C:21]([CH3:34])=[CH:20][N:19]=3)=[CH:12][C:13]=2[NH2:14])[CH2:4]1. The catalyst class is: 190. (3) Product: [F:24][C:22]([F:23])([F:25])[O:21][C:18]1[CH:17]=[CH:16][C:15]([C:14]([CH:11]2[CH2:12][CH2:13][NH:8][CH2:9][CH2:10]2)=[O:26])=[CH:20][CH:19]=1. The catalyst class is: 2. Reactant: C([N:8]1[CH2:13][CH2:12][CH:11]([C:14](=[O:26])[C:15]2[CH:20]=[CH:19][C:18]([O:21][C:22]([F:25])([F:24])[F:23])=[CH:17][CH:16]=2)[CH2:10][CH2:9]1)C1C=CC=CC=1.ClC(OCCCl)=O.